This data is from Full USPTO retrosynthesis dataset with 1.9M reactions from patents (1976-2016). The task is: Predict the reactants needed to synthesize the given product. (1) The reactants are: [C:1](Cl)(=[O:3])[CH3:2].[NH2:5][CH2:6][C:7]1[N:8]([CH2:19][CH:20]([CH3:22])[CH3:21])[C:9]2[C:14]([CH3:15])=[C:13]([CH3:16])[N:12]=[C:11]([NH2:17])[C:10]=2[N:18]=1.C(N(CC)CC)C. Given the product [NH2:17][C:11]1[C:10]2[N:18]=[C:7]([CH2:6][NH:5][C:1](=[O:3])[CH3:2])[N:8]([CH2:19][CH:20]([CH3:22])[CH3:21])[C:9]=2[C:14]([CH3:15])=[C:13]([CH3:16])[N:12]=1, predict the reactants needed to synthesize it. (2) Given the product [NH2:1][C:2]1[C:7]([C:8]#[N:9])=[C:6]([O:10][CH2:11][CH3:12])[N:5]=[C:4]([C:13]([NH:71][CH2:70][CH:67]2[CH2:66][CH2:65][N:64]([S:61]([C:59]3[S:60][C:56]([C:51]4[CH:52]=[CH:53][CH:54]=[CH:55][N:50]=4)=[CH:57][CH:58]=3)(=[O:63])=[O:62])[CH2:69][CH2:68]2)=[O:15])[CH:3]=1, predict the reactants needed to synthesize it. The reactants are: [NH2:1][C:2]1[C:7]([C:8]#[N:9])=[C:6]([O:10][CH2:11][CH3:12])[N:5]=[C:4]([C:13]([OH:15])=O)[CH:3]=1.Cl.C(N=C=NCCCN(C)C)C.O.ON1C2C=CC=CC=2N=N1.C(N(C(C)C)CC)(C)C.Cl.Cl.[N:50]1[CH:55]=[CH:54][CH:53]=[CH:52][C:51]=1[C:56]1[S:60][C:59]([S:61]([N:64]2[CH2:69][CH2:68][CH:67]([CH2:70][NH2:71])[CH2:66][CH2:65]2)(=[O:63])=[O:62])=[CH:58][CH:57]=1. (3) The reactants are: [CH2:1]([O:8][C:9]([NH:11][CH:12]1[CH2:31][C:15]2([CH2:18][N:17]([C:19]3[CH:24]=[CH:23][CH:22]=[CH:21][C:20]=3/[CH:25]=[CH:26]/[C:27](OC)=[O:28])[CH2:16]2)[S:14](=[O:33])(=[O:32])[CH2:13]1)=[O:10])[C:2]1[CH:7]=[CH:6][CH:5]=[CH:4][CH:3]=1.[NH2:34][OH:35].[OH-].[Na+].Cl. Given the product [OH:35][NH:34][C:27](=[O:28])/[CH:26]=[CH:25]/[C:20]1[CH:21]=[CH:22][CH:23]=[CH:24][C:19]=1[N:17]1[CH2:16][C:15]2([CH2:31][CH:12]([NH:11][C:9](=[O:10])[O:8][CH2:1][C:2]3[CH:3]=[CH:4][CH:5]=[CH:6][CH:7]=3)[CH2:13][S:14]2(=[O:32])=[O:33])[CH2:18]1, predict the reactants needed to synthesize it. (4) Given the product [CH2:1]([O:3][C:4]1[N:8]([CH3:9])[N:7]=[C:6]([C:10]2[CH:25]=[CH:24][C:13]([O:14][CH2:15][C:16]3[C:21]([CH3:22])=[CH:20][CH:19]=[CH:18][C:17]=3[N:23]=[C:29]=[O:31])=[C:12]([CH3:26])[CH:11]=2)[C:5]=1[CH3:27])[CH3:2], predict the reactants needed to synthesize it. The reactants are: [CH2:1]([O:3][C:4]1[N:8]([CH3:9])[N:7]=[C:6]([C:10]2[CH:25]=[CH:24][C:13]([O:14][CH2:15][C:16]3[C:21]([CH3:22])=[CH:20][CH:19]=[CH:18][C:17]=3[NH2:23])=[C:12]([CH3:26])[CH:11]=2)[C:5]=1[CH3:27])[CH3:2].Cl[C:29](Cl)([O:31]C(=O)OC(Cl)(Cl)Cl)Cl. (5) Given the product [N:36]([CH2:2][C:3]1[CH:4]=[C:5]2[C:10](=[CH:11][CH:12]=1)[C:9]([NH:13][C:14](=[O:21])[C:15]1[CH:20]=[CH:19][CH:18]=[CH:17][CH:16]=1)=[N:8][CH:7]=[CH:6]2)=[N+:37]=[N-:38], predict the reactants needed to synthesize it. The reactants are: O[CH2:2][C:3]1[CH:4]=[C:5]2[C:10](=[CH:11][CH:12]=1)[C:9]([NH:13][C:14](=[O:21])[C:15]1[CH:20]=[CH:19][CH:18]=[CH:17][CH:16]=1)=[N:8][CH:7]=[CH:6]2.C1(P([N:36]=[N+:37]=[N-:38])(C2C=CC=CC=2)=O)C=CC=CC=1.N12CCCN=C1CCCCC2.O. (6) Given the product [CH2:1]([O:3][C:4]1[C:8]([CH2:9][CH2:10][CH2:11][O:12][C:24]2[CH:28]=[C:27]([CH2:29][C:30]([OH:32])=[O:31])[N:26]([CH3:34])[N:25]=2)=[CH:7][N:6]([C:13]2[CH:18]=[CH:17][C:16]([C:19]([F:21])([F:20])[F:22])=[CH:15][N:14]=2)[N:5]=1)[CH3:2], predict the reactants needed to synthesize it. The reactants are: [CH2:1]([O:3][C:4]1[C:8]([CH2:9][CH2:10][CH2:11][OH:12])=[CH:7][N:6]([C:13]2[CH:18]=[CH:17][C:16]([C:19]([F:22])([F:21])[F:20])=[CH:15][N:14]=2)[N:5]=1)[CH3:2].O[C:24]1[CH:28]=[C:27]([CH2:29][C:30]([O:32]C)=[O:31])[N:26]([CH3:34])[N:25]=1.C(P(CCCC)CCCC)CCC.N(C(N1CCCCC1)=O)=NC(N1CCCCC1)=O.